This data is from Full USPTO retrosynthesis dataset with 1.9M reactions from patents (1976-2016). The task is: Predict the reactants needed to synthesize the given product. (1) Given the product [CH3:15][C:14]1[N:13]=[C:12]([NH2:16])[CH:11]=[CH:10][C:9]=1[O:8][C:6]1[CH:5]=[CH:4][N:3]=[C:2]([C:22]2[CH:21]=[CH:20][N:19]=[C:18]([CH3:17])[CH:23]=2)[CH:7]=1, predict the reactants needed to synthesize it. The reactants are: Cl[C:2]1[CH:7]=[C:6]([O:8][C:9]2[CH:10]=[CH:11][C:12]([NH2:16])=[N:13][C:14]=2[CH3:15])[CH:5]=[CH:4][N:3]=1.[CH3:17][C:18]1[CH:23]=[C:22](B2OC(C)(C)C(C)(C)O2)[CH:21]=[CH:20][N:19]=1.C(=O)([O-])[O-].[K+].[K+]. (2) The reactants are: FC(F)(F)S(O[C:7]1[CH2:8][CH2:9][S:10][CH2:11][CH:12]=1)(=O)=O.[F:15][C:16]1[C:21](B(O)O)=[CH:20][CH:19]=[CH:18][N:17]=1.C(=O)([O-])[O-].[Na+].[Na+]. Given the product [S:10]1[CH2:11][CH:12]=[C:7]([C:21]2[C:16]([F:15])=[N:17][CH:18]=[CH:19][CH:20]=2)[CH2:8][CH2:9]1, predict the reactants needed to synthesize it. (3) Given the product [F:1][C:2]1[CH:3]=[CH:4][C:5]([CH2:8][C:9]2[CH:18]=[C:17]3[C:12]([C:13]([OH:32])=[C:14]([C:27]([NH:36][CH2:35][CH2:33][OH:34])=[O:28])[C:15](=[O:26])[N:16]3[CH2:19][CH2:20][CH2:21][S:22]([CH3:25])(=[O:23])=[O:24])=[N:11][CH:10]=2)=[CH:6][CH:7]=1, predict the reactants needed to synthesize it. The reactants are: [F:1][C:2]1[CH:7]=[CH:6][C:5]([CH2:8][C:9]2[CH:18]=[C:17]3[C:12]([C:13]([OH:32])=[C:14]([C:27](OCC)=[O:28])[C:15](=[O:26])[N:16]3[CH2:19][CH2:20][CH2:21][S:22]([CH3:25])(=[O:24])=[O:23])=[N:11][CH:10]=2)=[CH:4][CH:3]=1.[CH2:33]([CH2:35][NH2:36])[OH:34]. (4) Given the product [CH:9]1([S:12]([C:15]2[CH:16]=[CH:17][C:18]([CH:21]([C:29]3[NH:33][C:32]([C:34]4[N:39]=[CH:38][C:37]([CH:40]([O:41][CH3:47])[CH2:42][OH:43])=[CH:36][CH:35]=4)=[CH:31][CH:30]=3)[CH2:22][CH:23]3[CH2:24][CH2:25][O:26][CH2:27][CH2:28]3)=[CH:19][CH:20]=2)(=[O:14])=[O:13])[CH2:11][CH2:10]1, predict the reactants needed to synthesize it. The reactants are: [I-].C[S+](C)(C)=O.[H-].[Na+].[CH:9]1([S:12]([C:15]2[CH:20]=[CH:19][C:18]([CH:21]([C:29]3[NH:33][C:32]([C:34]4[N:39]=[CH:38][C:37]([CH:40]=[O:41])=[CH:36][CH:35]=4)=[CH:31][CH:30]=3)[CH2:22][CH:23]3[CH2:28][CH2:27][O:26][CH2:25][CH2:24]3)=[CH:17][CH:16]=2)(=[O:14])=[O:13])[CH2:11][CH2:10]1.[CH3:42][O-:43].[Na+].[Cl-].[NH4+].[CH3:47]O. (5) Given the product [CH:37]1([NH:32][C:33]([NH:25][C:24]2[CH:26]=[CH:27][C:21]([O:20][C:17]3[CH:16]=[CH:15][N:14]=[C:13]4[CH:12]=[C:11]([C:9]5[N:8]=[CH:7][N:6]([CH2:5][CH:4]([O:3][CH2:1][CH3:2])[O:29][CH2:30][CH3:31])[CH:10]=5)[S:19][C:18]=34)=[C:22]([F:28])[CH:23]=2)=[O:40])[CH2:35][CH2:36]1, predict the reactants needed to synthesize it. The reactants are: [CH2:1]([O:3][CH:4]([O:29][CH2:30][CH3:31])[CH2:5][N:6]1[CH:10]=[C:9]([C:11]2[S:19][C:18]3[C:13](=[N:14][CH:15]=[CH:16][C:17]=3[O:20][C:21]3[CH:27]=[CH:26][C:24]([NH2:25])=[CH:23][C:22]=3[F:28])[CH:12]=2)[N:8]=[CH:7]1)[CH3:2].[N:32]1[CH:37]=[CH:36][CH:35]=C[CH:33]=1.ClC(OC1C=CC=CC=1)=[O:40].C1(N)CC1. (6) Given the product [CH3:37][O:36][CH2:35][C@H:31]1[CH2:32][CH2:33][CH2:34][N:30]1[C:28]([C:26]1[CH:25]=[C:20]([CH:19]=[C:18]([C:6]2[O:13][CH:11]=[CH:12][N:8]=2)[CH:27]=1)[C:21]([OH:23])=[O:22])=[O:29], predict the reactants needed to synthesize it. The reactants are: C(O[C:6]([N:8]1[CH2:12][C@H:11]([OH:13])C[C@@H]1C(O)=O)=O)(C)(C)C.Br[C:18]1[CH:19]=[C:20]([CH:25]=[C:26]([C:28]([N:30]2[CH2:34][CH2:33][CH2:32][C@@H:31]2[CH2:35][O:36][CH3:37])=[O:29])[CH:27]=1)[C:21]([O:23]C)=[O:22].BrC1C=C(C=C(C(OC)=O)C=1)C(O)=O.CCN(C(C)C)C(C)C.CN(C(ON1N=NC2C=CC=NC1=2)=[N+](C)C)C.F[P-](F)(F)(F)(F)F.COC[C@H]1CCCN1.